This data is from Catalyst prediction with 721,799 reactions and 888 catalyst types from USPTO. The task is: Predict which catalyst facilitates the given reaction. Product: [CH3:25][N:26]1[C:29]([C:16]([O:17][CH3:22])=[O:19])=[C:7]2[C:11]([CH:12]=[C:4]([N+:1]([O-:3])=[O:2])[CH:5]=[CH:6]2)=[N:10]1. The catalyst class is: 13. Reactant: [N+:1]([C:4]1[CH:12]=[C:11]2[C:7](C(C(O)=O)=N[NH:10]2)=[CH:6][CH:5]=1)([O-:3])=[O:2].[C:16](=[O:19])([O-])[O-:17].[K+].[K+].[CH3:22]I.O.[CH3:25][N:26]([CH3:29])C=O.